Dataset: hERG Central: cardiac toxicity at 1µM, 10µM, and general inhibition. Task: Predict hERG channel inhibition at various concentrations. The molecule is CCc1cccc(NC(=O)c2cccc3c2C(=O)N(CC2CCCO2)C3)c1. Results: hERG_inhib (hERG inhibition (general)): blocker.